This data is from Forward reaction prediction with 1.9M reactions from USPTO patents (1976-2016). The task is: Predict the product of the given reaction. (1) Given the reactants C([O:4][CH2:5][C:6]([N:8]1[CH2:13][CH2:12][O:11][CH:10]2[CH2:14][N:15]([C:17]3[CH:22]=[CH:21][C:20]([N:23]4[CH2:27][CH:26]([CH2:28][NH:29][C:30](=[O:32])[CH3:31])[O:25][C:24]4=[O:33])=[CH:19][C:18]=3[F:34])[CH2:16][CH:9]12)=[O:7])(=O)C.C(=O)([O-])[O-].[K+].[K+], predict the reaction product. The product is: [F:34][C:18]1[CH:19]=[C:20]([N:23]2[CH2:27][CH:26]([CH2:28][NH:29][C:30](=[O:32])[CH3:31])[O:25][C:24]2=[O:33])[CH:21]=[CH:22][C:17]=1[N:15]1[CH2:16][CH:9]2[CH:10]([O:11][CH2:12][CH2:13][N:8]2[C:6](=[O:7])[CH2:5][OH:4])[CH2:14]1. (2) Given the reactants [Cl:1][C:2]1[CH:7]=[CH:6][C:5]([S:8][CH2:9][C:10](=O)[CH3:11])=[CH:4][CH:3]=1, predict the reaction product. The product is: [Cl:1][C:2]1[CH:7]=[CH:6][C:5]2[S:8][CH:9]=[C:10]([CH3:11])[C:4]=2[CH:3]=1. (3) Given the reactants [CH2:1]([N:8]([CH2:32][C:33]1[CH:38]=[CH:37][CH:36]=[CH:35][CH:34]=1)[C:9]1[CH:10]=[C:11]([N:18]2[CH2:23][CH2:22][N:21]([C:24]([C:26]3[CH:31]=[CH:30][CH:29]=[CH:28][CH:27]=3)=[O:25])[CH2:20][CH2:19]2)[CH:12]=[CH:13][C:14]=1[N+:15]([O-])=O)[C:2]1[CH:7]=[CH:6][CH:5]=[CH:4][CH:3]=1.Cl[Sn]Cl.O, predict the reaction product. The product is: [NH2:15][C:14]1[CH:13]=[CH:12][C:11]([N:18]2[CH2:23][CH2:22][N:21]([C:24]([C:26]3[CH:31]=[CH:30][CH:29]=[CH:28][CH:27]=3)=[O:25])[CH2:20][CH2:19]2)=[CH:10][C:9]=1[N:8]([CH2:32][C:33]1[CH:38]=[CH:37][CH:36]=[CH:35][CH:34]=1)[CH2:1][C:2]1[CH:3]=[CH:4][CH:5]=[CH:6][CH:7]=1. (4) Given the reactants [CH3:1][C:2]1[C:6]([C:7]2[C:8]([O:29][CH3:30])=[CH:9][C:10]3[C:11]4[N:19]([C@@H:20](C5C=CC=CN=5)C)[C:18](=[O:28])[O:17][C:12]=4[CH:13]=[N:14][C:15]=3[CH:16]=2)=[C:5]([CH3:31])[O:4][N:3]=1.[N:32]1[CH:37]=[CH:36][C:35](CO)=[CH:34][CH:33]=1, predict the reaction product. The product is: [CH3:1][C:2]1[C:6]([C:7]2[C:8]([O:29][CH3:30])=[CH:9][C:10]3[C:11]4[N:19]([CH2:20][C:35]5[CH:36]=[CH:37][N:32]=[CH:33][CH:34]=5)[C:18](=[O:28])[O:17][C:12]=4[CH:13]=[N:14][C:15]=3[CH:16]=2)=[C:5]([CH3:31])[O:4][N:3]=1. (5) Given the reactants [NH2:1][C:2]1[CH:7]=[C:6](OC)[CH:5]=[CH:4][C:3]=1[C:10]([C:12]1[CH:17]=[CH:16][CH:15]=[CH:14][C:13]=1[F:18])=[O:11].[C:19]1(C)C=CC=C(N)C=1.FC1C=CC=CC=1C#N, predict the reaction product. The product is: [NH2:1][C:2]1[CH:7]=[C:6]([CH3:19])[CH:5]=[CH:4][C:3]=1[C:10]([C:12]1[CH:17]=[CH:16][CH:15]=[CH:14][C:13]=1[F:18])=[O:11]. (6) Given the reactants [NH2:1][CH2:2][CH2:3][CH2:4][Si:5]([O:10][CH3:11])([O:8][CH3:9])[O:6][CH3:7].[C:12]1(=[O:18])[O:17][CH:15]([CH3:16])[CH2:14][O:13]1, predict the reaction product. The product is: [CH3:9][O:8][Si:5]([O:10][CH3:11])([O:6][CH3:7])[CH2:4][CH2:3][CH2:2][NH:1][C:12](=[O:18])[O:13][CH2:14][CH:15]([OH:17])[CH3:16]. (7) Given the reactants [Br:1][C:2]1[CH:39]=[CH:38][C:5]2[N:6]=[C:7]([NH:9][C@H:10]([C:31]([O:33]C(C)(C)C)=[O:32])[CH2:11][C:12]3[CH:17]=[CH:16][C:15]([O:18][CH2:19][CH2:20][CH2:21][C:22](=[O:30])[NH:23][C:24]4[NH:25][CH2:26][CH2:27][CH2:28][N:29]=4)=[CH:14][CH:13]=3)[S:8][C:4]=2[CH:3]=1.C(O)(C(F)(F)F)=O, predict the reaction product. The product is: [Br:1][C:2]1[CH:39]=[CH:38][C:5]2[N:6]=[C:7]([NH:9][C@H:10]([C:31]([OH:33])=[O:32])[CH2:11][C:12]3[CH:17]=[CH:16][C:15]([O:18][CH2:19][CH2:20][CH2:21][C:22](=[O:30])[NH:23][C:24]4[NH:25][CH2:26][CH2:27][CH2:28][N:29]=4)=[CH:14][CH:13]=3)[S:8][C:4]=2[CH:3]=1. (8) Given the reactants Cl.[S:2]1[CH:6]=[C:5]([O:7][CH:8]2[CH2:11][NH:10][CH2:9]2)[C:4]2[CH:12]=[CH:13][CH:14]=[CH:15][C:3]1=2.CCN=C=NCCCN(C)C.C1C=CC2N(O)N=NC=2C=1.C(N(C(C)C)CC)(C)C.Cl.[O:47]=[C:48]1[NH:57][C:56]2[N:55]=[CH:54][C:53](/[CH:58]=[CH:59]/[C:60](O)=[O:61])=[CH:52][C:51]=2[CH2:50][CH2:49]1, predict the reaction product. The product is: [S:2]1[CH:6]=[C:5]([O:7][CH:8]2[CH2:11][N:10]([C:60](=[O:61])/[CH:59]=[CH:58]/[C:53]3[CH:52]=[C:51]4[C:56](=[N:55][CH:54]=3)[NH:57][C:48](=[O:47])[CH2:49][CH2:50]4)[CH2:9]2)[C:4]2[CH:12]=[CH:13][CH:14]=[CH:15][C:3]1=2. (9) Given the reactants Cl[C:2]1[N:3]=[C:4]([NH:18][CH2:19][CH2:20][CH3:21])[C:5]2[N:6]=[C:7]([NH:16][CH3:17])[N:8]=[C:9]([NH:12][CH2:13][CH2:14][CH3:15])[C:10]=2[N:11]=1.[F:22][C:23]1[CH:30]=[CH:29][C:26]([CH2:27][NH2:28])=[CH:25][CH:24]=1.Cl.ClC1C(C)=C(C=CC=1)CNC1N=C(NCCC)C2N=C(NC)N=C(NCCC)C=2N=1, predict the reaction product. The product is: [F:22][C:23]1[CH:30]=[CH:29][C:26]([CH2:27][NH:28][C:2]2[N:3]=[C:4]([NH:18][CH2:19][CH2:20][CH3:21])[C:5]3[N:6]=[C:7]([NH:16][CH3:17])[N:8]=[C:9]([NH:12][CH2:13][CH2:14][CH3:15])[C:10]=3[N:11]=2)=[CH:25][CH:24]=1.